This data is from Full USPTO retrosynthesis dataset with 1.9M reactions from patents (1976-2016). The task is: Predict the reactants needed to synthesize the given product. (1) Given the product [C:10]([Si:14]([CH3:22])([CH3:23])[O:15][CH2:16][CH2:17][CH2:18][S:19]([CH3:21])(=[NH:5])=[O:20])([CH3:13])([CH3:12])[CH3:11], predict the reactants needed to synthesize it. The reactants are: FC(F)(F)C([NH2:5])=O.[O-2].[Mg+2].[C:10]([Si:14]([CH3:23])([CH3:22])[O:15][CH2:16][CH2:17][CH2:18][S:19]([CH3:21])=[O:20])([CH3:13])([CH3:12])[CH3:11].C(OI(C1C=CC=CC=1)OC(=O)C)(=O)C. (2) Given the product [F:1][C:2]1[C:7]2[C:8](=[O:16])[C:9]3[S:15][CH:14]=[CH:13][C:10]=3[CH2:11][S:17](=[O:21])(=[O:18])[C:6]=2[CH:5]=[CH:4][CH:3]=1, predict the reactants needed to synthesize it. The reactants are: [F:1][C:2]1[C:7]2[C:8](=[O:16])[C:9]3[S:15][CH:14]=[CH:13][C:10]=3[CH2:11]S[C:6]=2[CH:5]=[CH:4][CH:3]=1.[S:17]([O:21]OS([O-])(=O)=O)(O)(=O)=[O:18].[K+].S([O-])([O-])(=O)=S.[Na+].[Na+]. (3) Given the product [NH3:3].[Cl:30][C:31]1[CH:32]=[C:33]([O:45][C:2]2[C:11]3[C:6](=[CH:7][C:8]([O:14][CH2:15][CH2:16][CH2:17][N:18]4[CH2:23][CH2:22][CH2:21][CH2:20][CH2:19]4)=[C:9]([O:12][CH3:13])[CH:10]=3)[N:5]=[CH:4][N:3]=2)[CH:34]=[C:35]2[C:39]=1[NH:38][C:37]([C:40]([O:42][CH2:43][CH3:44])=[O:41])=[CH:36]2, predict the reactants needed to synthesize it. The reactants are: Cl[C:2]1[C:11]2[C:6](=[CH:7][C:8]([O:14][CH2:15][CH2:16][CH2:17][N:18]3[CH2:23][CH2:22][CH2:21][CH2:20][CH2:19]3)=[C:9]([O:12][CH3:13])[CH:10]=2)[N:5]=[CH:4][N:3]=1.C(=O)([O-])[O-].[K+].[K+].[Cl:30][C:31]1[CH:32]=[C:33]([OH:45])[CH:34]=[C:35]2[C:39]=1[NH:38][C:37]([C:40]([O:42][CH2:43][CH3:44])=[O:41])=[CH:36]2. (4) Given the product [CH3:33][O:34][C:35]1[CH:36]=[CH:37][C:38]([NH:43][C:2]2[C:3]3[N:4]([N:30]=[CH:31][N:32]=3)[CH:5]=[C:6]([C:8]3[CH:9]=[C:10]([CH:27]=[CH:28][CH:29]=3)[C:11]([NH:13][C:14]3[CH:26]=[CH:25][C:17]([C:18]([O:20][C:21]([CH3:24])([CH3:23])[CH3:22])=[O:19])=[CH:16][CH:15]=3)=[O:12])[CH:7]=2)=[N:39][C:40]=1[O:41][CH3:42], predict the reactants needed to synthesize it. The reactants are: Br[C:2]1[C:3]2[N:4]([N:30]=[CH:31][N:32]=2)[CH:5]=[C:6]([C:8]2[CH:9]=[C:10]([CH:27]=[CH:28][CH:29]=2)[C:11]([NH:13][C:14]2[CH:26]=[CH:25][C:17]([C:18]([O:20][C:21]([CH3:24])([CH3:23])[CH3:22])=[O:19])=[CH:16][CH:15]=2)=[O:12])[CH:7]=1.[CH3:33][O:34][C:35]1[CH:36]=[CH:37][C:38]([NH2:43])=[N:39][C:40]=1[O:41][CH3:42].C([O-])([O-])=O.[Cs+].[Cs+].CC(C1C=C(C(C)C)C(C2C=CC=CC=2P(C2CCCCC2)C2CCCCC2)=C(C(C)C)C=1)C.